This data is from Full USPTO retrosynthesis dataset with 1.9M reactions from patents (1976-2016). The task is: Predict the reactants needed to synthesize the given product. (1) Given the product [CH2:1]([O:8][C:9](=[O:10])[NH:11][CH2:12][CH2:13][CH2:14][C@H:15]([NH:16][C:17]([O:19][C:20]([CH3:22])([CH3:21])[CH3:23])=[O:18])[CH2:24][OH:25])[C:2]1[CH:3]=[CH:4][CH:5]=[CH:6][CH:7]=1, predict the reactants needed to synthesize it. The reactants are: [CH2:1]([O:8][C:9]([NH:11][CH2:12][CH2:13][CH2:14][C@@H:15]([C:24](O)=[O:25])[NH:16][C:17]([O:19][C:20]([CH3:23])([CH3:22])[CH3:21])=[O:18])=[O:10])[C:2]1[CH:7]=[CH:6][CH:5]=[CH:4][CH:3]=1.CN1CCOCC1.ClC(OCC)=O.[H-].[Al+3].[Li+].[H-].[H-].[H-]. (2) Given the product [F:20][C:19]([S:18][C:14]1[CH:13]=[C:12]([N:11]2[C:23](=[O:24])[NH:1][C:2]3[CH:7]=[CH:6][CH:5]=[CH:4][C:3]=3[S:8]2(=[O:10])=[O:9])[CH:17]=[CH:16][CH:15]=1)([F:22])[F:21], predict the reactants needed to synthesize it. The reactants are: [NH2:1][C:2]1[CH:7]=[CH:6][CH:5]=[CH:4][C:3]=1[S:8]([NH:11][C:12]1[CH:17]=[CH:16][CH:15]=[C:14]([S:18][C:19]([F:22])([F:21])[F:20])[CH:13]=1)(=[O:10])=[O:9].[C:23](N1C=CN=C1)(N1C=CN=C1)=[O:24].C(N(CC)CC)C. (3) Given the product [Cl:20][C:13]1[C:14]([F:19])=[CH:15][CH:16]=[C:17]([Cl:18])[C:12]=1[C@H:10]([O:9][C:4]1[C:5]([NH2:8])=[N:6][CH:7]=[C:2]([C:25]2[CH:26]=[CH:27][C:22]([P:34]([CH3:35])([CH3:33])=[O:36])=[CH:23][C:24]=2[O:31][CH3:32])[CH:3]=1)[CH3:11], predict the reactants needed to synthesize it. The reactants are: Br[C:2]1[CH:3]=[C:4]([O:9][C@@H:10]([C:12]2[C:17]([Cl:18])=[CH:16][CH:15]=[C:14]([F:19])[C:13]=2[Cl:20])[CH3:11])[C:5]([NH2:8])=[N:6][CH:7]=1.Br[C:22]1[CH:27]=[CH:26][C:25](B(O)O)=[C:24]([O:31][CH3:32])[CH:23]=1.[CH3:33][PH:34](=[O:36])[CH3:35]. (4) Given the product [C:19]1([CH3:46])[C:20]([C:25]([C@@:27]([C:43]([OH:45])=[O:44])([OH:42])[C@@:28]([C:33]([C:35]2[C:36]([CH3:41])=[CH:37][CH:38]=[CH:39][CH:40]=2)=[O:34])([OH:32])[C:29]([OH:31])=[O:30])=[O:26])=[CH:21][CH:22]=[CH:23][CH:24]=1.[C:61]([C@@:56]([C:57]([OH:59])=[O:58])([OH:60])[C@@:55]([C:47](=[O:54])[C:48]1[CH:53]=[CH:52][CH:51]=[CH:50][CH:49]=1)([OH:69])[C:70]([OH:72])=[O:71])(=[O:68])[C:62]1[CH:67]=[CH:66][CH:65]=[CH:64][CH:63]=1.[CH2:3]([N:10]1[CH2:15][CH2:14][C@@H:13]([CH3:16])[C@@H:12]([NH:17][CH3:18])[CH2:11]1)[C:4]1[CH:5]=[CH:6][CH:7]=[CH:8][CH:9]=1, predict the reactants needed to synthesize it. The reactants are: CO.[CH2:3]([N:10]1[CH2:15][CH2:14][CH:13]([CH3:16])[CH:12]([NH:17][CH3:18])[CH2:11]1)[C:4]1[CH:9]=[CH:8][CH:7]=[CH:6][CH:5]=1.[C:19]1([CH3:46])[C:20]([C:25]([C@@:27]([C:43]([OH:45])=[O:44])([OH:42])[C@@:28]([C:33]([C:35]2[C:36]([CH3:41])=[CH:37][CH:38]=[CH:39][CH:40]=2)=[O:34])([OH:32])[C:29]([OH:31])=[O:30])=[O:26])=[CH:21][CH:22]=[CH:23][CH:24]=1.[C:47]([C@@:55]([C:70]([OH:72])=[O:71])([OH:69])[C@@:56]([C:61](=[O:68])[C:62]1[CH:67]=[CH:66][CH:65]=[CH:64][CH:63]=1)([OH:60])[C:57]([OH:59])=[O:58])(=[O:54])[C:48]1[CH:53]=[CH:52][CH:51]=[CH:50][CH:49]=1.